Dataset: Catalyst prediction with 721,799 reactions and 888 catalyst types from USPTO. Task: Predict which catalyst facilitates the given reaction. (1) Reactant: Cl[C:2]1[CH:7]=[CH:6][N:5]=[C:4]2[NH:8][N:9]=[C:10]([C:11]([F:14])([F:13])[F:12])[C:3]=12.[N:15]1[C:24]2[C:19](=[CH:20][CH:21]=[CH:22][CH:23]=2)[CH:18]=[C:17](B(O)O)[CH:16]=1.C(=O)([O-])[O-].[Na+].[Na+].C(OCC)(=O)C. Product: [F:12][C:11]([F:14])([F:13])[C:10]1[C:3]2[C:4](=[N:5][CH:6]=[CH:7][C:2]=2[C:17]2[CH:16]=[N:15][C:24]3[C:19]([CH:18]=2)=[CH:20][CH:21]=[CH:22][CH:23]=3)[NH:8][N:9]=1. The catalyst class is: 38. (2) Reactant: C(N(CC)CC)C.[CH:8]([C:10]1[C:18]2[C:13](=[CH:14][CH:15]=[CH:16][CH:17]=2)[N:12](C(OC(C)(C)C)=O)[CH:11]=1)=[O:9].[CH3:26][O:27][C:28]1[CH:29]=[C:30]([CH:42]=[C:43]([O:45][CH3:46])[CH:44]=1)[N:31]=[CH:32][C:33]1[CH:41]=[C:36]2[CH:37]=[CH:38][CH:39]=[CH:40][N:35]2[N:34]=1. Product: [CH3:46][O:45][C:43]1[CH:42]=[C:30]([NH:31][CH:32]([C:33]2[CH:41]=[C:36]3[CH:37]=[CH:38][CH:39]=[CH:40][N:35]3[N:34]=2)[C:8]([C:10]2[C:18]3[C:13](=[CH:14][CH:15]=[CH:16][CH:17]=3)[NH:12][CH:11]=2)=[O:9])[CH:29]=[C:28]([O:27][CH3:26])[CH:44]=1. The catalyst class is: 433.